The task is: Regression. Given a peptide amino acid sequence and an MHC pseudo amino acid sequence, predict their binding affinity value. This is MHC class I binding data.. This data is from Peptide-MHC class I binding affinity with 185,985 pairs from IEDB/IMGT. (1) The peptide sequence is LPGPSDTPIL. The MHC is HLA-B35:01 with pseudo-sequence HLA-B35:01. The binding affinity (normalized) is 0.201. (2) The peptide sequence is ELKEKSVKF. The MHC is HLA-B08:01 with pseudo-sequence HLA-B08:01. The binding affinity (normalized) is 0.893.